Dataset: Full USPTO retrosynthesis dataset with 1.9M reactions from patents (1976-2016). Task: Predict the reactants needed to synthesize the given product. (1) The reactants are: C([O:3][C:4]([CH:6]1[CH2:11][NH:10][C:9]2[CH:12]=[C:13]([Cl:17])[C:14]([I:16])=[CH:15][C:8]=2[O:7]1)=[O:5])C.[Li+].[OH-]. Given the product [Cl:17][C:13]1[C:14]([I:16])=[CH:15][C:8]2[O:7][CH:6]([C:4]([OH:5])=[O:3])[CH2:11][NH:10][C:9]=2[CH:12]=1, predict the reactants needed to synthesize it. (2) Given the product [Br:1][C:2]1[CH:7]=[C:6]2[C:5](=[CH:4][CH:3]=1)[NH:15][C:10](=[O:11])[C@H:9]([CH2:13][CH3:14])[NH:8]2, predict the reactants needed to synthesize it. The reactants are: [Br:1][C:2]1[CH:3]=[CH:4][C:5]([N+:15]([O-])=O)=[C:6]([NH:8][C@@H:9]([CH2:13][CH3:14])[C:10](O)=[O:11])[CH:7]=1.BrC1C=C2C(N[C@@H](CC)C(=O)N2)=CC=1. (3) Given the product [ClH:18].[CH2:15]([N:12]([CH2:13][CH3:14])[C:7]1[CH:6]=[C:5]([CH:10]=[C:9]([CH3:11])[N:8]=1)[C:4]([OH:17])=[O:3])[CH3:16], predict the reactants needed to synthesize it. The reactants are: C([O:3][C:4](=[O:17])[C:5]1[CH:10]=[C:9]([CH3:11])[N:8]=[C:7]([N:12]([CH2:15][CH3:16])[CH2:13][CH3:14])[CH:6]=1)C.[ClH:18]. (4) Given the product [F:1][C:2]1[CH:3]=[CH:4][C:5]([C:8]2[N:9]=[C:10]3[N:11]([CH:12]=2)[CH2:17][CH2:16][O:14][CH2:13]3)=[CH:6][CH:7]=1, predict the reactants needed to synthesize it. The reactants are: [F:1][C:2]1[CH:7]=[CH:6][C:5]([C:8]2[N:9]=[C:10]([CH2:13][OH:14])[NH:11][CH:12]=2)=[CH:4][CH:3]=1.Br[CH2:16][CH2:17]Br.C([O-])([O-])=O.[K+].[K+].